From a dataset of Forward reaction prediction with 1.9M reactions from USPTO patents (1976-2016). Predict the product of the given reaction. (1) Given the reactants [CH3:1][C:2]1[S:6][C:5]([C:7]2[CH:12]=[CH:11][CH:10]=[CH:9][CH:8]=2)=[N:4][C:3]=1[CH2:13][O:14][C:15]1[CH:22]=[CH:21][C:18]([CH:19]=[O:20])=[CH:17][N:16]=1.O1CCCC1.C(O)C.[BH4-].[Na+], predict the reaction product. The product is: [CH3:1][C:2]1[S:6][C:5]([C:7]2[CH:12]=[CH:11][CH:10]=[CH:9][CH:8]=2)=[N:4][C:3]=1[CH2:13][O:14][C:15]1[N:16]=[CH:17][C:18]([CH2:19][OH:20])=[CH:21][CH:22]=1. (2) Given the reactants [NH2:1][C:2]1[CH:7]=[C:6]([O:8][CH3:9])[C:5]([Br:10])=[CH:4][C:3]=1[NH:11][C:12]1[CH:20]=[C:19]([Cl:21])[CH:18]=[CH:17][C:13]=1[C:14](O)=[O:15].CN(C(ON1N=NC2C=CC=NC1=2)=[N+](C)C)C.F[P-](F)(F)(F)(F)F.CCN(CC)CC, predict the reaction product. The product is: [Br:10][C:5]1[C:6]([O:8][CH3:9])=[CH:7][C:2]2[NH:1][C:14](=[O:15])[C:13]3[CH:17]=[CH:18][C:19]([Cl:21])=[CH:20][C:12]=3[NH:11][C:3]=2[CH:4]=1. (3) Given the reactants [Cl:1][C:2]1[CH:32]=[CH:31][C:5]([CH2:6][C@H:7]([C:9]([N:11]2[CH2:16][CH2:15][CH:14]([N:17]([CH:25]3[CH2:30][CH2:29][CH2:28][CH2:27][CH2:26]3)[C:18]([N:20]([CH2:23][CH3:24])[CH2:21][CH3:22])=[O:19])[CH2:13][CH2:12]2)=[O:10])[NH2:8])=[CH:4][CH:3]=1.[C:33]([N:40]1[CH2:45][CH2:44][CH2:43][CH2:42][C:41]1=O)([O:35][C:36]([CH3:39])([CH3:38])[CH3:37])=[O:34].C(O[BH-](OC(=O)C)OC(=O)C)(=O)C.[Na+], predict the reaction product. The product is: [Cl:1][C:2]1[CH:3]=[CH:4][C:5]([CH2:6][C@@H:7]([NH:8][CH:43]2[CH2:44][CH2:45][N:40]([C:33]([O:35][C:36]([CH3:39])([CH3:38])[CH3:37])=[O:34])[CH2:41][CH2:42]2)[C:9]([N:11]2[CH2:12][CH2:13][CH:14]([N:17]([CH:25]3[CH2:30][CH2:29][CH2:28][CH2:27][CH2:26]3)[C:18]([N:20]([CH2:21][CH3:22])[CH2:23][CH3:24])=[O:19])[CH2:15][CH2:16]2)=[O:10])=[CH:31][CH:32]=1. (4) Given the reactants Cl[C:2]1[N:7]=[C:6]([N:8]2[CH2:13][CH2:12][O:11][CH2:10][C@@H:9]2[CH3:14])[CH:5]=[C:4]([CH2:15][S:16]([CH3:19])(=[O:18])=[O:17])[N:3]=1.[NH:20]1[CH:24]=[CH:23][C:22]([NH2:25])=[N:21]1.C(=O)([O-])[O-].[K+].[K+], predict the reaction product. The product is: [CH3:14][C@H:9]1[CH2:10][O:11][CH2:12][CH2:13][N:8]1[C:6]1[CH:5]=[C:4]([CH2:15][S:16]([CH3:19])(=[O:18])=[O:17])[N:3]=[C:2]([NH:25][C:22]2[CH:23]=[CH:24][NH:20][N:21]=2)[N:7]=1. (5) The product is: [C:1]([N:4]1[CH2:5][CH2:6][CH:7]([C:10]([N:12]2[CH2:17][CH2:16][C@@H:15]([N:18]([CH3:19])[C:43]([C:36]3[S:37][C:38]([C:39]([F:40])([F:41])[F:42])=[C:34]([C:28]4[CH:29]=[CH:30][CH:31]=[CH:32][CH:33]=4)[CH:35]=3)=[O:45])[C@H:14]([C:20]3[CH:25]=[CH:24][C:23]([Cl:26])=[C:22]([Cl:27])[CH:21]=3)[CH2:13]2)=[O:11])[CH2:8][CH2:9]1)(=[O:3])[CH3:2]. Given the reactants [C:1]([N:4]1[CH2:9][CH2:8][CH:7]([C:10]([N:12]2[CH2:17][CH2:16][C@@H:15]([NH:18][CH3:19])[C@H:14]([C:20]3[CH:25]=[CH:24][C:23]([Cl:26])=[C:22]([Cl:27])[CH:21]=3)[CH2:13]2)=[O:11])[CH2:6][CH2:5]1)(=[O:3])[CH3:2].[C:28]1([C:34]2[CH:35]=[C:36]([C:43]([OH:45])=O)[S:37][C:38]=2[C:39]([F:42])([F:41])[F:40])[CH:33]=[CH:32][CH:31]=[CH:30][CH:29]=1, predict the reaction product. (6) Given the reactants [CH3:1][O:2][C@H:3]1[CH2:8][CH2:7][C@H:6]2[C@H:9]3[C@H:19]([CH2:20][CH2:21][C@:4]12[CH3:5])[C@:17]1([CH3:18])[CH:12]([CH2:13][C@H:14]([OH:28])[C@@H:15]([N:22]2[CH2:27][CH2:26][NH:25][CH2:24][CH2:23]2)[CH2:16]1)[CH2:11][CH2:10]3.[C:29]1([C:39]([N:41]2[CH2:48][CH2:47][CH2:46][C@H:42]2[C:43]([OH:45])=O)=[O:40])[C:38]2[C:33](=[CH:34][CH:35]=[CH:36][CH:37]=2)[CH:32]=[CH:31][CH:30]=1.C1CN([P+](ON2N=NC3C=CC=CC2=3)(N2CCCC2)N2CCCC2)CC1.F[P-](F)(F)(F)(F)F.C1C=CC2N(O)N=NC=2C=1.CCN(C(C)C)C(C)C, predict the reaction product. The product is: [OH:28][C@@H:14]1[C@@H:15]([N:22]2[CH2:23][CH2:24][N:25]([C:43]([C@@H:42]3[CH2:46][CH2:47][CH2:48][N:41]3[C:39]([C:29]3[CH:30]=[CH:31][C:32]4[C:33](=[CH:34][CH:35]=[CH:36][CH:37]=4)[CH:38]=3)=[O:40])=[O:45])[CH2:26][CH2:27]2)[CH2:16][C@@:17]2([CH3:18])[CH:12]([CH2:11][CH2:10][C@@H:9]3[C@@H:19]2[CH2:20][CH2:21][C@@:4]2([CH3:5])[C@H:6]3[CH2:7][CH2:8][C@@H:3]2[O:2][CH3:1])[CH2:13]1. (7) Given the reactants C1(C)C=CC(S(O)(=O)=O)=CC=1.[NH2:12][C:13]1([C:19]([O:21][CH2:22][C:23]2[CH:28]=[CH:27][CH:26]=[CH:25][CH:24]=2)=[O:20])[CH2:18][CH2:17][CH2:16][CH2:15][CH2:14]1.C(N(CC)CC)C.[N:36]1([C:42](Cl)=[O:43])[CH2:41][CH2:40][O:39][CH2:38][CH2:37]1, predict the reaction product. The product is: [N:36]1([C:42]([NH:12][C:13]2([C:19]([O:21][CH2:22][C:23]3[CH:24]=[CH:25][CH:26]=[CH:27][CH:28]=3)=[O:20])[CH2:18][CH2:17][CH2:16][CH2:15][CH2:14]2)=[O:43])[CH2:41][CH2:40][O:39][CH2:38][CH2:37]1. (8) Given the reactants Br[C:2]1[C:11]([O:12][C:13]2[C:22]3[C:17](=[CH:18][C:19]([O:25][CH3:26])=[C:20]([O:23][CH3:24])[CH:21]=3)[N:16]=[CH:15][CH:14]=2)=[CH:10][C:9]2[C:4](=[CH:5][CH:6]=[CH:7][CH:8]=2)[N:3]=1.[N:27]1[CH:32]=[CH:31][CH:30]=[C:29](B(O)O)[CH:28]=1.C(=O)([O-])[O-].[K+].[K+], predict the reaction product. The product is: [CH3:24][O:23][C:20]1[CH:21]=[C:22]2[C:17](=[CH:18][C:19]=1[O:25][CH3:26])[N:16]=[CH:15][CH:14]=[C:13]2[O:12][C:11]1[C:2]([C:29]2[CH:28]=[N:27][CH:32]=[CH:31][CH:30]=2)=[N:3][C:4]2[C:9]([CH:10]=1)=[CH:8][CH:7]=[CH:6][CH:5]=2.